Dataset: Peptide-MHC class II binding affinity with 134,281 pairs from IEDB. Task: Regression. Given a peptide amino acid sequence and an MHC pseudo amino acid sequence, predict their binding affinity value. This is MHC class II binding data. (1) The peptide sequence is PQGQFRLKGVTCRPL. The MHC is DRB1_0101 with pseudo-sequence DRB1_0101. The binding affinity (normalized) is 0.594. (2) The peptide sequence is TNILEAKYWCPDSME. The MHC is DRB3_0101 with pseudo-sequence DRB3_0101. The binding affinity (normalized) is 0.637. (3) The peptide sequence is EFENFMKAGAHPIMH. The MHC is DRB4_0101 with pseudo-sequence DRB4_0103. The binding affinity (normalized) is 0.198. (4) The peptide sequence is GELQIVDKIDAAFTI. The MHC is DRB1_1302 with pseudo-sequence DRB1_1302. The binding affinity (normalized) is 0.667. (5) The peptide sequence is VADAYITLVTLPKSS. The MHC is DRB1_1001 with pseudo-sequence DRB1_1001. The binding affinity (normalized) is 0.710. (6) The peptide sequence is FPLKPTASKLLEDRV. The MHC is DRB1_0101 with pseudo-sequence DRB1_0101. The binding affinity (normalized) is 0.736. (7) The peptide sequence is HEAINIALIAVSLIA. The MHC is DRB1_1101 with pseudo-sequence DRB1_1101. The binding affinity (normalized) is 0.469.